Task: Regression. Given a peptide amino acid sequence and an MHC pseudo amino acid sequence, predict their binding affinity value. This is MHC class I binding data.. Dataset: Peptide-MHC class I binding affinity with 185,985 pairs from IEDB/IMGT (1) The peptide sequence is ATFSFFML. The MHC is H-2-Db with pseudo-sequence H-2-Db. The binding affinity (normalized) is 0. (2) The peptide sequence is ERLKIRGAL. The MHC is HLA-B14:02 with pseudo-sequence HLA-B14:02. The binding affinity (normalized) is 0.339.